From a dataset of Forward reaction prediction with 1.9M reactions from USPTO patents (1976-2016). Predict the product of the given reaction. (1) Given the reactants [Br:1][C:2]1[CH:24]=[C:23]2[C:5]([CH2:6][C:7]3([C:16]42[NH:20][C:19](=S)[C:18]([CH3:22])=[N:17]4)[CH2:12][CH2:11][CH:10]([CH:13]([F:15])[F:14])[CH2:9][CH2:8]3)=[CH:4][CH:3]=1.[NH3:25], predict the reaction product. The product is: [Br:1][C:2]1[CH:24]=[C:23]2[C:5]([CH2:6][C:7]3([C:16]42[N:20]=[C:19]([NH2:25])[C:18]([CH3:22])=[N:17]4)[CH2:12][CH2:11][CH:10]([CH:13]([F:15])[F:14])[CH2:9][CH2:8]3)=[CH:4][CH:3]=1. (2) Given the reactants Br[C:2]1[CH:9]=[CH:8][CH:7]=[C:6]([Br:10])[C:3]=1[CH:4]=[O:5].[C:11]([C:15]1[CH:16]=[C:17]2[C:22](=[C:23]([F:25])[CH:24]=1)[C:21](=[O:26])[NH:20][N:19]=[CH:18]2)([CH3:14])([CH3:13])[CH3:12].C(=O)([O-])[O-].[Cs+].[Cs+].COC1C2C(=C3C(=CC=2)C(OC)=CC=N3)N=CC=1, predict the reaction product. The product is: [Br:10][C:6]1[CH:7]=[CH:8][CH:9]=[C:2]([N:20]2[N:19]=[CH:18][C:17]3[C:22](=[C:23]([F:25])[CH:24]=[C:15]([C:11]([CH3:12])([CH3:14])[CH3:13])[CH:16]=3)[C:21]2=[O:26])[C:3]=1[CH:4]=[O:5]. (3) Given the reactants C([O:5][C:6](=[O:33])[C:7]([S:10][C:11]1[S:12][CH:13]=[C:14]([CH2:16][CH2:17][N:18]([C:26]2[CH:31]=[CH:30][C:29]([Cl:32])=[CH:28][CH:27]=2)[CH2:19][CH2:20][CH2:21][CH2:22][CH2:23][CH2:24][CH3:25])[N:15]=1)([CH3:9])[CH3:8])(C)(C)C.FC(F)(F)C(O)=O, predict the reaction product. The product is: [Cl:32][C:29]1[CH:30]=[CH:31][C:26]([N:18]([CH2:19][CH2:20][CH2:21][CH2:22][CH2:23][CH2:24][CH3:25])[CH2:17][CH2:16][C:14]2[N:15]=[C:11]([S:10][C:7]([CH3:8])([CH3:9])[C:6]([OH:33])=[O:5])[S:12][CH:13]=2)=[CH:27][CH:28]=1. (4) Given the reactants [Cl:1][C:2]1[C:10]2[CH:9]=[C:8]([C:11]([O-:13])=[O:12])[S:7][C:6]=2[CH:5]=[CH:4][CH:3]=1.[Na+].Cl, predict the reaction product. The product is: [C:11]([C:8]1[S:7][C:6]2[CH:5]=[CH:4][CH:3]=[C:2]([Cl:1])[C:10]=2[CH:9]=1)([OH:13])=[O:12]. (5) Given the reactants FC(F)(F)S(O[C:7]1[C:8]2[C:13]([N:14]=[C:15]3[C:20]=1[CH2:19][CH2:18][CH2:17][CH2:16]3)=[CH:12][CH:11]=[CH:10][CH:9]=2)(=O)=O.C([O-])([O-])=O.[Cs+].[Cs+].[CH2:29]([NH2:32])[C:30]#[CH:31], predict the reaction product. The product is: [CH2:29]([NH:32][C:7]1[C:8]2[C:13]([N:14]=[C:15]3[C:20]=1[CH2:19][CH2:18][CH2:17][CH2:16]3)=[CH:12][CH:11]=[CH:10][CH:9]=2)[C:30]#[CH:31]. (6) Given the reactants [CH3:1][O:2][C:3]([C:5]1[S:6][C:7]([C:20]#[C:21][C:22]([CH3:25])([CH3:24])[CH3:23])=[CH:8][C:9]=1[NH:10][C:11]([C@H:13]1[CH2:18][CH2:17][C@H:16]([CH3:19])[CH2:15][CH2:14]1)=[O:12])=[O:4].[H-].[Na+].Cl[CH2:29][C:30]([N:32]([CH3:34])[CH3:33])=[O:31].O, predict the reaction product. The product is: [CH3:1][O:2][C:3]([C:5]1[S:6][C:7]([C:20]#[C:21][C:22]([CH3:24])([CH3:23])[CH3:25])=[CH:8][C:9]=1[N:10]([CH2:29][C:30](=[O:31])[N:32]([CH3:34])[CH3:33])[C:11]([C@H:13]1[CH2:14][CH2:15][C@H:16]([CH3:19])[CH2:17][CH2:18]1)=[O:12])=[O:4]. (7) Given the reactants Br[C:2]1[N:3]=[C:4]([NH:11][C:12]2[CH:16]=[C:15]([CH3:17])[NH:14][N:13]=2)[C:5]2[N:6]([CH:8]=[CH:9][N:10]=2)[CH:7]=1.[SH:18][C:19]1[CH:24]=[CH:23][C:22]([NH:25][C:26]([CH:28]2[CH2:30][CH2:29]2)=[O:27])=[CH:21][CH:20]=1.C(=O)([O-])[O-].[K+].[K+], predict the reaction product. The product is: [CH3:17][C:15]1[NH:14][N:13]=[C:12]([NH:11][C:4]2[C:5]3[N:6]([CH:8]=[CH:9][N:10]=3)[CH:7]=[C:2]([S:18][C:19]3[CH:20]=[CH:21][C:22]([NH:25][C:26]([CH:28]4[CH2:29][CH2:30]4)=[O:27])=[CH:23][CH:24]=3)[N:3]=2)[CH:16]=1.